From a dataset of Full USPTO retrosynthesis dataset with 1.9M reactions from patents (1976-2016). Predict the reactants needed to synthesize the given product. (1) Given the product [OH:13][C:9]1[CH:10]=[CH:11][C:6]([CH:4]=[O:5])=[CH:7][CH:8]=1, predict the reactants needed to synthesize it. The reactants are: N1[C:11]2[C:6](=[CH:7][CH:8]=[CH:9][CH:10]=2)[C:4](=[O:5])C1=O.S(=O)(=O)(O)[OH:13].OC1C=CC(NCC(O)=O)=CC=1.O=O. (2) Given the product [N:26]1[CH:27]=[CH:28][CH:29]=[CH:30][C:25]=1[NH:1][C:2]1[CH:3]=[C:4]([CH:21]=[CH:22][CH:23]=1)[O:5][C:6]1[CH:7]=[CH:8][C:9]2[N:10]([CH:12]=[C:13]([NH:15][C:16]([CH:18]3[CH2:20][CH2:19]3)=[O:17])[N:14]=2)[CH:11]=1, predict the reactants needed to synthesize it. The reactants are: [NH2:1][C:2]1[CH:3]=[C:4]([CH:21]=[CH:22][CH:23]=1)[O:5][C:6]1[CH:7]=[CH:8][C:9]2[N:10]([CH:12]=[C:13]([NH:15][C:16]([CH:18]3[CH2:20][CH2:19]3)=[O:17])[N:14]=2)[CH:11]=1.Br[C:25]1[CH:30]=[CH:29][CH:28]=[CH:27][N:26]=1.CC(C)([O-])C.[K+].C1(C)C=CC=CC=1. (3) The reactants are: [CH2:1]([N:4]([C:18](=[O:30])[CH2:19][CH:20]1[CH2:25][CH2:24][N:23]([S:26]([CH3:29])(=[O:28])=[O:27])[CH2:22][CH2:21]1)[CH:5]1[CH2:10][CH2:9][N:8](C(OC(C)(C)C)=O)[CH2:7][CH2:6]1)[CH:2]=[CH2:3].C(Cl)[Cl:32]. Given the product [ClH:32].[CH2:1]([N:4]([CH:5]1[CH2:10][CH2:9][NH:8][CH2:7][CH2:6]1)[C:18](=[O:30])[CH2:19][CH:20]1[CH2:25][CH2:24][N:23]([S:26]([CH3:29])(=[O:27])=[O:28])[CH2:22][CH2:21]1)[CH:2]=[CH2:3], predict the reactants needed to synthesize it. (4) Given the product [CH3:31][N:32]([CH3:45])[C:33]([C:35]1[CH:36]=[C:37]([S:41]([N:13]2[CH2:14][CH2:15][S:11][C@H:12]2[C:16]([O:18][CH2:19][CH3:20])=[O:17])(=[O:43])=[O:42])[CH:38]=[CH:39][CH:40]=1)=[O:34], predict the reactants needed to synthesize it. The reactants are: O[C@H]([C@@H](O)C(O)=O)C(O)=O.[S:11]1[CH2:15][CH2:14][NH:13][C@@H:12]1[C:16]([O:18][CH2:19][CH3:20])=[O:17].C([O-])(O)=O.[Na+].CCOCC.[CH3:31][N:32]([CH3:45])[C:33]([C:35]1[CH:36]=[C:37]([S:41](Cl)(=[O:43])=[O:42])[CH:38]=[CH:39][CH:40]=1)=[O:34]. (5) Given the product [F:31][C:21]1[CH:22]=[C:23]([C:27]([OH:30])([CH3:29])[CH3:28])[CH:24]=[C:25]([F:26])[C:20]=1[C:14]1[S:13][C:12]([NH:11][C:2]2[CH:3]=[CH:4][CH:5]=[C:6]([CH2:8][CH2:9][OH:10])[N:7]=2)=[C:16]([C:17]([NH2:19])=[O:18])[CH:15]=1, predict the reactants needed to synthesize it. The reactants are: Br[C:2]1[N:7]=[C:6]([CH2:8][CH2:9][OH:10])[CH:5]=[CH:4][CH:3]=1.[NH2:11][C:12]1[S:13][C:14]([C:20]2[C:25]([F:26])=[CH:24][C:23]([C:27]([OH:30])([CH3:29])[CH3:28])=[CH:22][C:21]=2[F:31])=[CH:15][C:16]=1[C:17]([NH2:19])=[O:18]. (6) Given the product [O:18]1[CH2:19][CH2:20][O:21][CH2:22][CH:17]1[C:16]1[C:10]2[S:9][C:8]([NH:7][C:5](=[O:6])[C:4]3[CH:25]=[CH:26][N:27]=[C:2]([N:50]4[CH2:55][CH2:54][O:53][CH2:52][CH2:51]4)[CH:3]=3)=[N:12][C:11]=2[C:13]([O:23][CH3:24])=[CH:14][CH:15]=1, predict the reactants needed to synthesize it. The reactants are: Br[C:2]1[CH:3]=[C:4]([CH:25]=[CH:26][N:27]=1)[C:5]([NH:7][C:8]1[S:9][C:10]2[C:16]([CH:17]3[CH2:22][O:21][CH2:20][CH2:19][O:18]3)=[CH:15][CH:14]=[C:13]([O:23][CH3:24])[C:11]=2[N:12]=1)=[O:6].C(=O)([O-])[O-].[Cs+].[Cs+].C(C1C(O)=C(C(C)(C)C)C=C(C)C=1)(C)(C)C.[NH:50]1[CH2:55][CH2:54][O:53][CH2:52][CH2:51]1. (7) Given the product [CH2:31]([CH:30]([CH2:35][CH2:36][CH2:37][CH3:38])[C@H:14]([NH:11][S:7]([C:5]1[S:6][C:2]([Cl:1])=[CH:3][CH:4]=1)(=[O:9])=[O:8])[CH2:15][OH:16])[CH2:32][CH2:33][CH3:34], predict the reactants needed to synthesize it. The reactants are: [Cl:1][C:2]1[S:6][C:5]([S:7](Cl)(=[O:9])=[O:8])=[CH:4][CH:3]=1.[N:11]([C@@H:14]([CH:30]([CH2:35][CH2:36][CH2:37][CH3:38])[CH2:31][CH2:32][CH2:33][CH3:34])[C:15](N1[C@H](CC2C=CC=CC=2)COC1=O)=[O:16])=[N+]=[N-].C(N(CC)CC)C.CCOC(C)=O.CCCCCC.